This data is from hERG potassium channel inhibition data for cardiac toxicity prediction from Karim et al.. The task is: Regression/Classification. Given a drug SMILES string, predict its toxicity properties. Task type varies by dataset: regression for continuous values (e.g., LD50, hERG inhibition percentage) or binary classification for toxic/non-toxic outcomes (e.g., AMES mutagenicity, cardiotoxicity, hepatotoxicity). Dataset: herg_karim. (1) The molecule is c1ccc(-n2ncc3c2CCC3CCN2CCCCC2)cc1. The result is 1 (blocker). (2) The molecule is [2H]C(Nc1cc(C(F)(F)F)cc2ncc(N3CCN(C(C)=O)CC3)cc12)c1cccc([N+](=O)[O-])c1. The result is 0 (non-blocker).